From a dataset of Catalyst prediction with 721,799 reactions and 888 catalyst types from USPTO. Predict which catalyst facilitates the given reaction. (1) Reactant: Br[CH2:2][CH2:3][CH2:4][CH2:5][C:6]([NH:8][C:9]1[CH:36]=[C:12]2[CH2:13][N:14]([C:18]([O:20][CH2:21][C:22]3[CH:27]=[C:26]([C:28]([F:31])([F:30])[F:29])[CH:25]=[C:24]([C:32]([F:35])([F:34])[F:33])[CH:23]=3)=[O:19])[CH2:15][CH2:16][CH2:17][N:11]2[N:10]=1)=[O:7].[H-].[Na+]. Product: [O:7]=[C:6]1[CH2:5][CH2:4][CH2:3][CH2:2][N:8]1[C:9]1[CH:36]=[C:12]2[CH2:13][N:14]([C:18]([O:20][CH2:21][C:22]3[CH:27]=[C:26]([C:28]([F:31])([F:30])[F:29])[CH:25]=[C:24]([C:32]([F:35])([F:34])[F:33])[CH:23]=3)=[O:19])[CH2:15][CH2:16][CH2:17][N:11]2[N:10]=1. The catalyst class is: 1. (2) Product: [OH:35][C:31]1[CH:30]=[C:29]([C:17]2[N:16]=[C:15]3[C:20]([NH:21][C:22](=[O:23])[N:14]3[CH:11]3[CH2:10][CH2:9][NH:8][CH2:13][CH2:12]3)=[C:19]([C:24]([NH2:36])=[O:26])[N:18]=2)[CH:34]=[CH:33][CH:32]=1. The catalyst class is: 4. Reactant: C(OC([N:8]1[CH2:13][CH2:12][CH:11]([N:14]2[C:22](=[O:23])[NH:21][C:20]3[C:15]2=[N:16][C:17]([C:29]2[CH:34]=[CH:33][CH:32]=[C:31]([OH:35])[CH:30]=2)=[N:18][C:19]=3[C:24]([O:26]CC)=O)[CH2:10][CH2:9]1)=O)(C)(C)C.[NH2:36]C1C(C(OCC)=O)=NC(C2C=CC=C(O)C=2)=NC=1NC1CCN(C(OC(C)(C)C)=O)CC1. (3) Reactant: [CH:1]([C:3]1[CH:4]=[C:5]([CH:10]=[CH:11][C:12]=1[OH:13])[C:6]([O:8][CH3:9])=[O:7])=[O:2].N1C=CC=CC=1.[F:20][C:21]([F:34])([F:33])[S:22](O[S:22]([C:21]([F:34])([F:33])[F:20])(=[O:24])=[O:23])(=[O:24])=[O:23]. Product: [CH3:9][O:8][C:6](=[O:7])[C:5]1[CH:10]=[CH:11][C:12]([O:13][S:22]([C:21]([F:34])([F:33])[F:20])(=[O:24])=[O:23])=[C:3]([CH:1]=[O:2])[CH:4]=1. The catalyst class is: 2. (4) Reactant: [C:1]([O:5][C:6]([N:8]1[CH2:13][CH2:12][N:11]([S:14]([C:17]2[S:21][C:20]3[CH:22]=[C:23]([Cl:26])[CH:24]=[CH:25][C:19]=3[CH:18]=2)(=[O:16])=[O:15])[CH2:10][CH:9]1[C:27]([O:29]CC)=[O:28])=[O:7])([CH3:4])([CH3:3])[CH3:2].C(O)C.[OH-].[Na+]. Product: [C:1]([O:5][C:6]([N:8]1[CH2:13][CH2:12][N:11]([S:14]([C:17]2[S:21][C:20]3[CH:22]=[C:23]([Cl:26])[CH:24]=[CH:25][C:19]=3[CH:18]=2)(=[O:16])=[O:15])[CH2:10][CH:9]1[C:27]([OH:29])=[O:28])=[O:7])([CH3:4])([CH3:2])[CH3:3]. The catalyst class is: 7.